Dataset: Full USPTO retrosynthesis dataset with 1.9M reactions from patents (1976-2016). Task: Predict the reactants needed to synthesize the given product. (1) Given the product [F:22][C:17]1[CH:18]=[CH:19][CH:20]=[C:21]2[C:16]=1[CH2:15][CH:14]([CH3:23])[NH:13]2, predict the reactants needed to synthesize it. The reactants are: Cl.C(O[C@H](C)C([N:13]1[C:21]2[C:16](=[C:17]([F:22])[CH:18]=[CH:19][CH:20]=2)[CH2:15][CH:14]1[CH3:23])=O)C1C=CC=CC=1. (2) Given the product [CH3:1][NH:2][CH2:7][CH2:6][CH2:5][CH2:4][C:3]([OH:8])=[O:9], predict the reactants needed to synthesize it. The reactants are: [CH3:1][N:2]1[CH2:7][CH2:6][CH2:5][CH2:4][C:3]1=[O:8].[OH-:9].[Na+].Cl.